This data is from Reaction yield outcomes from USPTO patents with 853,638 reactions. The task is: Predict the reaction yield, written as a fraction of the theoretical maximum amount of product (1.0 means a 100% yield; for example, 0.34 means a 34% yield). (1) The reactants are [NH2:1][C:2]1[CH:15]=[CH:14][C:13]2[C:12](=[O:16])[C:11]3[C:6](=[CH:7][C:8]([NH2:17])=[CH:9][CH:10]=3)[C:5](=[O:18])[C:4]=2[CH:3]=1.N1[CH:24]=[CH:23]C=CC=1.[C:25](Cl)(=[O:27])[CH3:26].CN(C)C=[O:32]. No catalyst specified. The product is [C:25]([NH:1][C:2]1[CH:15]=[CH:14][C:13]2[C:12](=[O:16])[C:11]3[C:6](=[CH:7][C:8]([NH:17][C:23](=[O:32])[CH3:24])=[CH:9][CH:10]=3)[C:5](=[O:18])[C:4]=2[CH:3]=1)(=[O:27])[CH3:26]. The yield is 0.420. (2) The reactants are [CH3:1][NH:2][CH2:3][C:4]1[C:8]2[CH:9]=[CH:10][CH:11]=[CH:12][C:7]=2[O:6][C:5]=1[CH3:13].[O:14]=[C:15]1[CH2:20][O:19][C:18]2[CH:21]=[C:22]([CH:25]=[CH:26][C:27](O)=[O:28])[CH:23]=[N:24][C:17]=2[NH:16]1.ON1C2C=CC=CC=2N=N1.C(N(C(C)C)CC)(C)C.CC[N+](CCCN(C)C)=C=N. The catalyst is CN(C=O)C.O. The product is [CH3:1][N:2]([CH2:3][C:4]1[C:8]2[CH:9]=[CH:10][CH:11]=[CH:12][C:7]=2[O:6][C:5]=1[CH3:13])[C:27](=[O:28])/[CH:26]=[CH:25]/[C:22]1[CH:23]=[N:24][C:17]2[NH:16][C:15](=[O:14])[CH2:20][O:19][C:18]=2[CH:21]=1. The yield is 0.420. (3) The reactants are [NH:1]([CH2:6][C:7]([OH:9])=[O:8])[CH2:2][C:3]([OH:5])=[O:4].[P:10]([OH:13])([OH:12])[OH:11].[CH2:14]=O. The catalyst is O. The product is [P:10]([CH2:14][N:1]([CH2:6][C:7]([OH:9])=[O:8])[CH2:2][C:3]([OH:5])=[O:4])([OH:13])([OH:12])=[O:11]. The yield is 0.673. (4) The reactants are [C:1]([C@@H:3]1[N:8]2[CH2:9][CH2:10][N:11]([C:13]3[C:14](C#N)=[N:15][CH:16]=[CH:17][N:18]=3)[CH2:12][C@@H:7]2[CH2:6][CH2:5][CH2:4]1)#[CH:2].I[C:22]1[CH:23]=[C:24]([CH:27]=[CH:28][CH:29]=1)[C:25]#[N:26].[N-:30]=[N+:31]=[N-:32].[Na+].O=C1O[C@H]([C@H](CO)O)C([O-])=C1O.[Na+].[NH:47]1CCC[C@H:48]1C(O)=O.C([O-])([O-])=O.[Na+].[Na+]. The catalyst is CS(C)=O.C(Cl)Cl.O. The product is [C:25]([C:24]1[CH:23]=[C:22]([C:2]2[NH:32][N:31]=[N:30][C:1]=2[C@@H:3]2[N:8]3[CH2:9][CH2:10][N:11]([C:13]4[N:18]=[C:17]([C:48]#[N:47])[CH:16]=[N:15][CH:14]=4)[CH2:12][C@@H:7]3[CH2:6][CH2:5][CH2:4]2)[CH:29]=[CH:28][CH:27]=1)#[N:26]. The yield is 0.530. (5) The yield is 0.830. The product is [C:23]([OH:25])(=[C:6]1[C:7](=[O:8])[CH2:9][C:2]([CH3:10])([CH3:1])[CH2:3][C:4]1=[O:5])[CH3:24]. The catalyst is CN(C)C1C=CN=CC=1.CN(C=O)C. The reactants are [CH3:1][C:2]1([CH3:10])[CH2:9][C:7](=[O:8])[CH2:6][C:4](=[O:5])[CH2:3]1.Cl.CN(C)CCCN=C=NCC.[C:23](O)(=[O:25])[CH3:24]. (6) The reactants are [CH3:1][O:2][C:3]1[CH:4]=[C:5]([OH:11])[CH:6]=[CH:7][C:8]=1[O:9][CH3:10].F[C:13]1[CH:18]=[CH:17][CH:16]=[CH:15][C:14]=1[N+:19]([O-:21])=[O:20].[CH3:22][O:23][C:24]1[CH:25]=[C:26]([CH:35]=[CH:36][C:37]=1[O:38][CH3:39])[O:27][C:28]1[CH:34]=[CH:33][CH:32]=[CH:31][C:29]=1[NH2:30].[NH2:40][C:41]1[S:42][CH:43]=[CH:44][N:45]=1. No catalyst specified. The product is [CH3:1][O:2][C:3]1[CH:4]=[C:5]([CH:6]=[CH:7][C:8]=1[O:9][CH3:10])[O:11][C:13]1[CH:18]=[CH:17][CH:16]=[CH:15][C:14]=1[N+:19]([O-:21])=[O:20].[CH3:22][O:23][C:24]1[CH:25]=[C:26]([CH:35]=[CH:36][C:37]=1[O:38][CH3:39])[O:27][C:28]1[CH:34]=[CH:33][CH:32]=[CH:31][C:29]=1[NH:30][C:5]([NH:40][C:41]1[S:42][CH:43]=[CH:44][N:45]=1)=[O:11]. The yield is 0.680.